Dataset: Full USPTO retrosynthesis dataset with 1.9M reactions from patents (1976-2016). Task: Predict the reactants needed to synthesize the given product. (1) Given the product [Br:1][C:2]1[N:3]=[C:4]2[N:15]([C@H:16]3[CH2:21][CH2:20][C@H:19]([O:22][CH3:23])[CH2:18][CH2:17]3)[C:10](=[O:11])[CH2:9][NH:8][C:5]2=[N:6][CH:7]=1, predict the reactants needed to synthesize it. The reactants are: [Br:1][C:2]1[N:3]=[C:4]([NH:15][C@H:16]2[CH2:21][CH2:20][C@H:19]([O:22][CH3:23])[CH2:18][CH2:17]2)[C:5]([NH:8][CH2:9][C:10](OCC)=[O:11])=[N:6][CH:7]=1.CO.C(O)(C(F)(F)F)=O.C(=O)(O)[O-].[Na+]. (2) Given the product [CH3:51][O:52][CH2:53][CH2:54][O:55][CH2:56][CH2:57][O:58][CH2:59][CH2:60][NH:61][C:34]([C:29]1[CH:30]=[CH:31][C:32]([CH3:33])=[C:27]([C:23]2[CH:24]=[CH:25][CH:26]=[C:21]([CH2:20][C@H:19]([NH:18][C:16]([C@H:13]3[CH2:14][CH2:15][C@H:10]([CH2:9][NH:8][C:6](=[O:7])[O:5][C:1]([CH3:4])([CH3:3])[CH3:2])[CH2:11][CH2:12]3)=[O:17])[C:37](=[O:50])[NH:38][C:39]3[CH:40]=[CH:41][C:42]([C:45]4[NH:46][N:47]=[N:48][N:49]=4)=[CH:43][CH:44]=3)[CH:22]=2)[CH:28]=1)=[O:36], predict the reactants needed to synthesize it. The reactants are: [C:1]([O:5][C:6]([NH:8][CH2:9][C@H:10]1[CH2:15][CH2:14][C@H:13]([C:16]([NH:18][C@H:19]([C:37](=[O:50])[NH:38][C:39]2[CH:44]=[CH:43][C:42]([C:45]3[NH:49][N:48]=[N:47][N:46]=3)=[CH:41][CH:40]=2)[CH2:20][C:21]2[CH:22]=[C:23]([C:27]3[C:32]([CH3:33])=[CH:31][CH:30]=[C:29]([C:34]([OH:36])=O)[CH:28]=3)[CH:24]=[CH:25][CH:26]=2)=[O:17])[CH2:12][CH2:11]1)=[O:7])([CH3:4])([CH3:3])[CH3:2].[CH3:51][O:52][CH2:53][CH2:54][O:55][CH2:56][CH2:57][O:58][CH2:59][CH2:60][NH2:61].F[P-](F)(F)(F)(F)F.CN(C(ON1C2=NC=CC=C2N=N1)=[N+](C)C)C.C(N(CC)C(C)C)(C)C. (3) The reactants are: [CH2:1]([C:8]1[CH:14]=[CH:13][C:11]([NH2:12])=[CH:10][CH:9]=1)[C:2]1[CH:7]=[CH:6][CH:5]=[CH:4][CH:3]=1.C1C(=O)N([Br:22])C(=O)C1. Given the product [Br:22][C:13]1[CH:14]=[C:8]([CH2:1][C:2]2[CH:3]=[CH:4][CH:5]=[CH:6][CH:7]=2)[CH:9]=[CH:10][C:11]=1[NH2:12], predict the reactants needed to synthesize it. (4) Given the product [NH2:8][C@H:9]1[CH2:13][CH2:12][N:11]([C:14]2[CH:19]=[CH:18][C:17]([N:20]3[CH2:24][C@H:23]([CH2:25][N:26]4[CH:30]=[CH:29][N:28]=[N:27]4)[O:22][C:21]3=[O:31])=[CH:16][C:15]=2[F:32])[CH2:10]1, predict the reactants needed to synthesize it. The reactants are: C(OC([NH:8][C@H:9]1[CH2:13][CH2:12][N:11]([C:14]2[CH:19]=[CH:18][C:17]([N:20]3[CH2:24][C@H:23]([CH2:25][N:26]4[CH:30]=[CH:29][N:28]=[N:27]4)[O:22][C:21]3=[O:31])=[CH:16][C:15]=2[F:32])[CH2:10]1)=O)(C)(C)C.Cl. (5) Given the product [CH:12]1(/[CH:10]=[CH:11]/[C:2]2[CH:9]=[CH:8][C:5]([CH2:6][OH:7])=[CH:4][CH:3]=2)[CH2:17][CH2:16][CH2:15][CH2:14][CH2:13]1, predict the reactants needed to synthesize it. The reactants are: I[C:2]1[CH:9]=[CH:8][C:5]([CH2:6][OH:7])=[CH:4][CH:3]=1.[CH:10]([CH:12]1[CH2:17][CH2:16][CH2:15][CH2:14][CH2:13]1)=[CH2:11].C(N(CC)CC)C. (6) The reactants are: [CH2:1]([O:3][C:4]1[CH:9]=[CH:8][C:7]([CH2:10][CH2:11][CH2:12]O)=[C:6]([F:14])[C:5]=1[F:15])[CH3:2].C1(P(C2C=CC=CC=2)C2C=CC=CC=2)C=CC=CC=1.C(Br)(Br)(Br)[Br:36].C(=O)([O-])O.[Na+]. Given the product [CH2:1]([O:3][C:4]1[CH:9]=[CH:8][C:7]([CH2:10][CH2:11][CH2:12][Br:36])=[C:6]([F:14])[C:5]=1[F:15])[CH3:2], predict the reactants needed to synthesize it. (7) Given the product [CH3:3][C:2]1([CH3:4])[C:5]([CH3:7])([CH3:6])[O:8][C:16](=[O:17])[C:15](=[O:19])[O:1]1, predict the reactants needed to synthesize it. The reactants are: [OH:1][C:2]([C:5]([OH:8])([CH3:7])[CH3:6])([CH3:4])[CH3:3].N1C=CC=CC=1.[C:15](Cl)(=[O:19])[C:16](Cl)=[O:17].